Predict the reactants needed to synthesize the given product. From a dataset of Full USPTO retrosynthesis dataset with 1.9M reactions from patents (1976-2016). (1) Given the product [C:14]([NH:22][C:23]1[CH:31]=[C:30]([I:32])[CH:29]=[CH:28][C:24]=1[C:25]([O:12][CH3:13])=[O:26])(=[O:21])[C:15]1[CH:16]=[CH:17][CH:18]=[CH:19][CH:20]=1, predict the reactants needed to synthesize it. The reactants are: C(=O)([O-])[O-].[K+].[K+].S([O:12][CH3:13])(OC)(=O)=O.[C:14]([NH:22][C:23]1[CH:31]=[C:30]([I:32])[CH:29]=[CH:28][C:24]=1[C:25](O)=[O:26])(=[O:21])[C:15]1[CH:20]=[CH:19][CH:18]=[CH:17][CH:16]=1.Cl. (2) The reactants are: [Cl:1][C:2]1[C:3]([CH:9]=O)=[N:4][CH:5]=[C:6]([Cl:8])[N:7]=1.[CH2:11]([NH:18][CH2:19][CH2:20][OH:21])[C:12]1[CH:17]=[CH:16][CH:15]=[CH:14][CH:13]=1.C(O[BH-](OC(=O)C)OC(=O)C)(=O)C.[Na+].C(=O)([O-])O.[Na+]. Given the product [CH2:11]([N:18]([CH2:9][C:3]1[C:2]([Cl:1])=[N:7][C:6]([Cl:8])=[CH:5][N:4]=1)[CH2:19][CH2:20][OH:21])[C:12]1[CH:17]=[CH:16][CH:15]=[CH:14][CH:13]=1, predict the reactants needed to synthesize it. (3) Given the product [OH:42][CH2:43][C:7]1[CH:15]=[CH:14][C:13]([C:16]2[N:17]([C:32]([O:34][C:35]([CH3:37])([CH3:38])[CH3:36])=[O:33])[C:18]3[C:23]([CH:24]=2)=[CH:22][C:21]([CH2:25][N:26]2[CH2:27][CH2:28][CH2:29][CH2:30][CH2:31]2)=[CH:20][CH:19]=3)=[C:12]2[C:8]=1[CH2:9][NH:10][C:11]2=[O:39], predict the reactants needed to synthesize it. The reactants are: FC(F)(F)S(O[C:7]1[CH:15]=[CH:14][C:13]([C:16]2[N:17]([C:32]([O:34][C:35]([CH3:38])([CH3:37])[CH3:36])=[O:33])[C:18]3[C:23]([CH:24]=2)=[CH:22][C:21]([CH2:25][N:26]2[CH2:31][CH2:30][CH2:29][CH2:28][CH2:27]2)=[CH:20][CH:19]=3)=[C:12]2[C:8]=1[CH2:9][NH:10][C:11]2=[O:39])(=O)=O.[OH:42][CH2:43][Sn](CCCC)(CCCC)CCCC.[F-].[NH4+]. (4) Given the product [Cl:1][C:2]1[CH:3]=[C:4]([C:12]2[O:16][N:15]=[C:14]([C:17]3[CH:18]=[C:19]4[C:23](=[CH:24][C:25]=3[F:26])[N:22]([CH2:27][CH2:28][CH2:29][C:30]([OH:32])=[O:31])[N:21]=[CH:20]4)[N:13]=2)[CH:5]=[N:6][C:7]=1[O:8][CH:9]([CH3:11])[CH3:10], predict the reactants needed to synthesize it. The reactants are: [Cl:1][C:2]1[CH:3]=[C:4]([C:12]2[O:16][N:15]=[C:14]([C:17]3[CH:18]=[C:19]4[C:23](=[CH:24][C:25]=3[F:26])[N:22]([CH2:27][CH2:28][CH2:29][C:30]([O:32]CC)=[O:31])[N:21]=[CH:20]4)[N:13]=2)[CH:5]=[N:6][C:7]=1[O:8][CH:9]([CH3:11])[CH3:10].[OH-].[Na+].CO. (5) Given the product [F:21][C:19]1([F:22])[O:18][C:17]2[CH:23]=[CH:24][C:14]([C:11]3([C:9]([NH:8][C:6]4[N:7]=[C:2]([C:38]5[CH:37]=[C:36]([C:40]6([C:43]([O:45][CH3:46])=[O:44])[CH2:42][CH2:41]6)[CH:35]=[CH:34][CH:39]=5)[C:3]([CH3:25])=[CH:4][CH:5]=4)=[O:10])[CH2:13][CH2:12]3)=[CH:15][C:16]=2[O:20]1, predict the reactants needed to synthesize it. The reactants are: Cl[C:2]1[N:7]=[C:6]([NH:8][C:9]([C:11]2([C:14]3[CH:24]=[CH:23][C:17]4[O:18][C:19]([F:22])([F:21])[O:20][C:16]=4[CH:15]=3)[CH2:13][CH2:12]2)=[O:10])[CH:5]=[CH:4][C:3]=1[CH3:25].CC1(C)C(C)(C)OB([C:34]2[CH:35]=[C:36]([C:40]3([C:43]([O:45][CH3:46])=[O:44])[CH2:42][CH2:41]3)[CH:37]=[CH:38][CH:39]=2)O1.C(=O)([O-])[O-].[Na+].[Na+].